This data is from Full USPTO retrosynthesis dataset with 1.9M reactions from patents (1976-2016). The task is: Predict the reactants needed to synthesize the given product. (1) The reactants are: [C:1]([C:5]1[N:6]=[C:7]([N:22]2[CH2:27][CH2:26]O[CH2:24][CH2:23]2)[C:8]2[N:13]=[N:12][N:11]([CH2:14][C:15]3[CH:20]=[CH:19][CH:18]=[CH:17][C:16]=3[Cl:21])[C:9]=2[N:10]=1)([CH3:4])([CH3:3])[CH3:2].C(C1N=C(Cl)C2N=NN(CC3C=CC=CC=3Cl)C=2N=1)(C)(C)C.N1CC[S:53](=[O:57])(=[O:56])CC1. Given the product [C:1]([C:5]1[N:6]=[C:7]([N:22]2[CH2:27][CH2:26][S:53](=[O:57])(=[O:56])[CH2:24][CH2:23]2)[C:8]2[N:13]=[N:12][N:11]([CH2:14][C:15]3[CH:20]=[CH:19][CH:18]=[CH:17][C:16]=3[Cl:21])[C:9]=2[N:10]=1)([CH3:4])([CH3:3])[CH3:2], predict the reactants needed to synthesize it. (2) Given the product [CH3:1][O:2][C:3](=[O:33])[C:4]1[CH:9]=[CH:8][C:7]([CH2:10][N:11]2[CH:15]=[C:14]([C:16]3[CH:21]=[CH:20][C:19]([Cl:22])=[CH:18][C:17]=3[Cl:23])[N:13]=[C:12]2/[CH:24]=[CH:25]/[C:26]2[CH:27]=[CH:28][C:29]([NH:32][S:40]([C:37]3[CH:38]=[CH:39][C:34]([CH3:44])=[CH:35][CH:36]=3)(=[O:42])=[O:41])=[CH:30][CH:31]=2)=[CH:6][CH:5]=1, predict the reactants needed to synthesize it. The reactants are: [CH3:1][O:2][C:3](=[O:33])[C:4]1[CH:9]=[CH:8][C:7]([CH2:10][N:11]2[CH:15]=[C:14]([C:16]3[CH:21]=[CH:20][C:19]([Cl:22])=[CH:18][C:17]=3[Cl:23])[N:13]=[C:12]2/[CH:24]=[CH:25]/[C:26]2[CH:31]=[CH:30][C:29]([NH2:32])=[CH:28][CH:27]=2)=[CH:6][CH:5]=1.[C:34]1([CH3:44])[CH:39]=[CH:38][C:37]([S:40](Cl)(=[O:42])=[O:41])=[CH:36][CH:35]=1. (3) Given the product [C:6]([C@@H:4]([C@H:2]([C:1]([OH:10])=[O:9])[OH:3])[OH:5])([OH:8])=[O:7].[CH3:11][N:12]([CH2:19][CH2:20][O:21][C:22]1[CH:35]=[CH:34][C:25]([CH2:26][CH:27]2[S:31][C:30](=[O:32])[NH:29][C:28]2=[O:33])=[CH:24][CH:23]=1)[C:13]1[CH:18]=[CH:17][CH:16]=[CH:15][N:14]=1, predict the reactants needed to synthesize it. The reactants are: [C:1]([OH:10])(=[O:9])[C@@H:2]([C@H:4]([C:6]([OH:8])=[O:7])[OH:5])[OH:3].[CH3:11][N:12]([CH2:19][CH2:20][O:21][C:22]1[CH:35]=[CH:34][C:25]([CH2:26][CH:27]2[S:31][C:30](=[O:32])[NH:29][C:28]2=[O:33])=[CH:24][CH:23]=1)[C:13]1[CH:18]=[CH:17][CH:16]=[CH:15][N:14]=1. (4) Given the product [CH2:1]([O:8][C:9]1[CH:27]=[CH:26][C:12]([CH2:13][N:14]2[C:22]3[CH:21]=[CH:20][CH:19]=[C:18]([C:23]([Cl:34])=[O:24])[C:17]=3[CH:16]=[CH:15]2)=[CH:11][C:10]=1[CH:28]([CH3:30])[CH3:29])[C:2]1[CH:7]=[CH:6][CH:5]=[CH:4][CH:3]=1, predict the reactants needed to synthesize it. The reactants are: [CH2:1]([O:8][C:9]1[CH:27]=[CH:26][C:12]([CH2:13][N:14]2[C:22]3[CH:21]=[CH:20][CH:19]=[C:18]([C:23](O)=[O:24])[C:17]=3[CH:16]=[CH:15]2)=[CH:11][C:10]=1[CH:28]([CH3:30])[CH3:29])[C:2]1[CH:7]=[CH:6][CH:5]=[CH:4][CH:3]=1.C(Cl)(=O)C([Cl:34])=O. (5) Given the product [CH:35]([C:32]1[CH:33]=[CH:34][C:29]([NH:28][C:27]([N:1]2[CH2:2][CH2:3][CH:4]([C:7]3[C:16]4[C:11](=[CH:12][CH:13]=[CH:14][CH:15]=4)[N:10]=[CH:9][CH:8]=3)[CH2:5][CH2:6]2)=[O:26])=[CH:30][CH:31]=1)([CH3:37])[CH3:36], predict the reactants needed to synthesize it. The reactants are: [NH:1]1[CH2:6][CH2:5][CH:4]([C:7]2[C:16]3[C:11](=[CH:12][CH:13]=[CH:14][CH:15]=3)[N:10]=[CH:9][CH:8]=2)[CH2:3][CH2:2]1.[N+](C1C=CC([O:26][C:27](=O)[NH:28][C:29]2[CH:34]=[CH:33][C:32]([CH:35]([CH3:37])[CH3:36])=[CH:31][CH:30]=2)=CC=1)([O-])=O.CCN(C(C)C)C(C)C.C([O-])([O-])=O.[K+].[K+]. (6) Given the product [Cl:4][C:5]1[N:13]=[C:12]2[C:8]([N:9]([CH2:2][CH3:3])[C:10](=[O:19])[N:11]2[CH:14]2[CH2:18][CH2:17][CH2:16][CH2:15]2)=[CH:7][N:6]=1, predict the reactants needed to synthesize it. The reactants are: I[CH2:2][CH3:3].[Cl:4][C:5]1[N:13]=[C:12]2[C:8]([NH:9][C:10](=[O:19])[N:11]2[CH:14]2[CH2:18][CH2:17][CH2:16][CH2:15]2)=[CH:7][N:6]=1.[H-].[Na+].CCCC(C)C. (7) Given the product [CH3:25][O:26][C:27]1[CH:28]=[C:29]([NH:30][C:2]2[C:3]3[NH:15][N:14]=[CH:13][C:4]=3[N:5]=[C:6]([C:8]3[N:9]=[CH:10][S:11][CH:12]=3)[N:7]=2)[CH:31]=[CH:32][C:33]=1[O:34][CH3:35], predict the reactants needed to synthesize it. The reactants are: Cl[C:2]1[C:3]2[C:4](=[CH:13][N:14](CC3C=CC(OC)=CC=3)[N:15]=2)[N:5]=[C:6]([C:8]2[N:9]=[CH:10][S:11][CH:12]=2)[N:7]=1.[CH3:25][O:26][C:27]1[CH:28]=[C:29]([CH:31]=[CH:32][C:33]=1[O:34][CH3:35])[NH2:30].Cl. (8) Given the product [Cl:38][C:25]1[CH:26]=[CH:27][C:28]2[C:33](=[CH:32][CH:31]=[CH:30][CH:29]=2)[C:24]=1[O:23][P:22](=[N:12][C@@H:13]([CH3:21])[C:14]([O:16][CH2:17][CH:18]([CH3:20])[CH3:19])=[O:15])=[O:34], predict the reactants needed to synthesize it. The reactants are: S(C1C=CC(C)=CC=1)([O-])(=O)=O.[NH2:12][C@@H:13]([CH3:21])[C:14]([O:16][CH2:17][CH:18]([CH3:20])[CH3:19])=[O:15].[P:22](Cl)(Cl)(=[O:34])[O:23][C:24]1[C:33]2[C:28](=[CH:29][CH:30]=[CH:31][CH:32]=2)[CH:27]=[CH:26][CH:25]=1.C(Cl)[Cl:38]. (9) Given the product [C:1]([C:5]1[N:10]=[CH:9][C:8]([C:11]2[N:12]([C:32]([N:34]3[CH2:39][CH2:38][CH:37]([CH2:40][C:41]([NH:51][CH2:50][C:49]4[CH:52]=[CH:53][CH:54]=[CH:55][C:48]=4[F:47])=[O:42])[CH2:36][CH2:35]3)=[O:33])[C@@:13]([C:25]3[CH:30]=[CH:29][C:28]([Cl:31])=[CH:27][CH:26]=3)([CH3:24])[C@@:14]([C:17]3[CH:18]=[CH:19][C:20]([Cl:23])=[CH:21][CH:22]=3)([CH3:16])[N:15]=2)=[C:7]([O:44][CH2:45][CH3:46])[CH:6]=1)([CH3:2])([CH3:3])[CH3:4], predict the reactants needed to synthesize it. The reactants are: [C:1]([C:5]1[N:10]=[CH:9][C:8]([C:11]2[N:12]([C:32]([N:34]3[CH2:39][CH2:38][CH:37]([CH2:40][C:41](O)=[O:42])[CH2:36][CH2:35]3)=[O:33])[C@@:13]([C:25]3[CH:30]=[CH:29][C:28]([Cl:31])=[CH:27][CH:26]=3)([CH3:24])[C@@:14]([C:17]3[CH:22]=[CH:21][C:20]([Cl:23])=[CH:19][CH:18]=3)([CH3:16])[N:15]=2)=[C:7]([O:44][CH2:45][CH3:46])[CH:6]=1)([CH3:4])([CH3:3])[CH3:2].[F:47][C:48]1[CH:55]=[CH:54][CH:53]=[CH:52][C:49]=1[CH2:50][NH2:51].